This data is from Full USPTO retrosynthesis dataset with 1.9M reactions from patents (1976-2016). The task is: Predict the reactants needed to synthesize the given product. (1) Given the product [F:25][C:2]1([F:1])[O:24][C:5]2=[CH:6][CH:7]=[C:8]3[C:13]([N:12]=[C:11]([NH2:14])[N:10]4[N:15]=[C:16]([CH2:18][CH:19]5[CH2:23][CH2:22][N:21]([CH2:29][CH2:28][C:27]([F:32])([F:31])[F:26])[CH2:20]5)[N:17]=[C:9]34)=[C:4]2[O:3]1, predict the reactants needed to synthesize it. The reactants are: [F:1][C:2]1([F:25])[O:24][C:5]2=[CH:6][CH:7]=[C:8]3[C:13]([N:12]=[C:11]([NH2:14])[N:10]4[N:15]=[C:16]([CH2:18][CH:19]5[CH2:23][CH2:22][NH:21][CH2:20]5)[N:17]=[C:9]34)=[C:4]2[O:3]1.[F:26][C:27]([F:32])([F:31])[CH2:28][CH2:29]I.C(=O)([O-])[O-].[K+].[K+].C(N(CC)C(C)C)(C)C. (2) Given the product [Cl:33][C:34]1[CH:35]=[C:36]([CH:49]=[CH:50][CH:51]=1)[O:37][C:38]1[CH:43]=[CH:42][C:41]([C:4]2[CH:3]=[C:2]([CH:22]3[CH2:23][CH2:18][N:13]([S:14]([CH3:17])(=[O:15])=[O:16])[CH2:20][CH2:21]3)[N:10]3[C:5]=2[C:6]([NH2:11])=[N:7][CH:8]=[N:9]3)=[CH:40][C:39]=1[O:47][CH3:48], predict the reactants needed to synthesize it. The reactants are: Br[C:2]1[N:10]2[C:5]([C:6]([NH2:11])=[N:7][CH:8]=[N:9]2)=[CH:4][CH:3]=1.C[N:13]([C:18]1[CH:23]=[CH:22][C:21](B2OC(C)(C)C(C)(C)O2)=[CH:20]C=1)[S:14]([CH3:17])(=[O:16])=[O:15].[Cl:33][C:34]1[CH:35]=[C:36]([CH:49]=[CH:50][CH:51]=1)[O:37][C:38]1[CH:43]=[CH:42][C:41](B(O)O)=[CH:40][C:39]=1[O:47][CH3:48]. (3) Given the product [CH2:1]([O:8][C:9]1[CH:14]=[CH:13][C:12]([Cl:15])=[CH:11][C:10]=1[C:23]1[CH:22]=[N:21][C:20]([Cl:19])=[N:25][CH:24]=1)[C:2]1[CH:7]=[CH:6][CH:5]=[CH:4][CH:3]=1, predict the reactants needed to synthesize it. The reactants are: [CH2:1]([O:8][C:9]1[CH:14]=[CH:13][C:12]([Cl:15])=[CH:11][C:10]=1B(O)O)[C:2]1[CH:7]=[CH:6][CH:5]=[CH:4][CH:3]=1.[Cl:19][C:20]1[N:25]=[CH:24][C:23](Br)=[CH:22][N:21]=1. (4) Given the product [Cl:17][C:11]1[C:12]2[N:13]=[C:5]([CH2:4][CH:1]3[CH2:3][CH2:2]3)[S:6][C:7]=2[N:8]=[CH:9][N:10]=1, predict the reactants needed to synthesize it. The reactants are: [CH:1]1([CH2:4][C:5]2[S:6][C:7]3[N:8]=[CH:9][N:10]=[C:11](O)[C:12]=3[N:13]=2)[CH2:3][CH2:2]1.P(Cl)(Cl)([Cl:17])=O. (5) Given the product [CH3:18][O:17][C:7]1[C:5]2[N:6]=[C:2]([NH:19][CH2:20][C:21]3[CH:22]=[N:23][CH:24]=[CH:25][CH:26]=3)[S:3][C:4]=2[C:10]([C:11]2[CH:16]=[CH:15][CH:14]=[CH:13][CH:12]=2)=[CH:9][CH:8]=1, predict the reactants needed to synthesize it. The reactants are: Cl[C:2]1[S:3][C:4]2[C:10]([C:11]3[CH:16]=[CH:15][CH:14]=[CH:13][CH:12]=3)=[CH:9][CH:8]=[C:7]([O:17][CH3:18])[C:5]=2[N:6]=1.[NH2:19][CH2:20][C:21]1[CH:22]=[N:23][CH:24]=[CH:25][CH:26]=1.